From a dataset of Full USPTO retrosynthesis dataset with 1.9M reactions from patents (1976-2016). Predict the reactants needed to synthesize the given product. Given the product [C:29]([OH:30])(=[O:33])[C:28]1[CH:23]=[CH:24][CH:25]=[CH:26][CH:27]=1, predict the reactants needed to synthesize it. The reactants are: [Si](OCC1SC(C(CN2[C:29](=[O:30])[C:28]3[C:23](=[CH:24][CH:25]=[CH:26][CH:27]=3)C2=O)C(OC)=O)=CC=1)(C(C)(C)C)(C)C.[Li+].[OH-:33].O.